From a dataset of Full USPTO retrosynthesis dataset with 1.9M reactions from patents (1976-2016). Predict the reactants needed to synthesize the given product. (1) Given the product [F:27][C:26]([F:29])([F:28])[C:23]1[CH:24]=[CH:25][C:20]([NH:12][C@H:13]([CH2:17][CH3:18])[CH2:14][C:15]#[N:16])=[CH:21][CH:22]=1, predict the reactants needed to synthesize it. The reactants are: C(=O)([O-])[O-].[Na+].[Na+].CS(O)(=O)=O.[NH2:12][C@H:13]([CH2:17][CH3:18])[CH2:14][C:15]#[N:16].Cl[C:20]1[CH:25]=[CH:24][C:23]([C:26]([F:29])([F:28])[F:27])=[CH:22][CH:21]=1.C(=O)([O-])[O-].[Cs+].[Cs+]. (2) Given the product [NH2:1][C:2]1[C:7]([C:8]#[N:9])=[C:6]([C:10]2[CH:11]=[CH:12][C:13]([O:16][CH2:17][CH2:18][O:19][CH3:20])=[CH:14][CH:15]=2)[C:5]([C:21]#[N:22])=[C:4]([S:23][CH2:30][C:31]2[N:32]=[C:33]([NH2:36])[S:34][CH:35]=2)[N:3]=1, predict the reactants needed to synthesize it. The reactants are: [NH2:1][C:2]1[C:7]([C:8]#[N:9])=[C:6]([C:10]2[CH:15]=[CH:14][C:13]([O:16][CH2:17][CH2:18][O:19][CH3:20])=[CH:12][CH:11]=2)[C:5]([C:21]#[N:22])=[C:4]([SH:23])[N:3]=1.C(=O)(O)[O-].[Na+].Cl[CH2:30][C:31]1[N:32]=[C:33]([NH2:36])[S:34][CH:35]=1.O. (3) Given the product [CH3:22][O:21][C:13]1[CH:14]=[C:15]([N+:18]([O-:20])=[O:19])[CH:16]=[CH:17][C:12]=1[O:8][CH2:7][CH2:6][CH:2]1[CH2:3][CH2:4][CH2:5][O:1]1, predict the reactants needed to synthesize it. The reactants are: [O:1]1[CH2:5][CH2:4][CH2:3][CH:2]1[CH2:6][CH2:7][OH:8].[H-].[Na+].Cl[C:12]1[CH:17]=[CH:16][C:15]([N+:18]([O-:20])=[O:19])=[CH:14][C:13]=1[O:21][CH3:22]. (4) Given the product [CH3:8][O:9][C:10](=[O:39])[CH2:11][C:13]1[C:21]2[C:16](=[CH:17][CH:18]=[CH:19][CH:20]=2)[NH:15][C:14]=1[C:22]1[CH:27]=[CH:26][C:25]([Cl:28])=[C:24]([S:29](=[O:37])(=[O:38])[NH:30][CH:31]2[CH2:36][CH2:35][CH2:34][CH2:33][CH2:32]2)[CH:23]=1, predict the reactants needed to synthesize it. The reactants are: C([SiH](CC)CC)C.[CH3:8][O:9][C:10](=[O:39])[C:11]([C:13]1[C:21]2[C:16](=[CH:17][CH:18]=[CH:19][CH:20]=2)[NH:15][C:14]=1[C:22]1[CH:27]=[CH:26][C:25]([Cl:28])=[C:24]([S:29](=[O:38])(=[O:37])[NH:30][CH:31]2[CH2:36][CH2:35][CH2:34][CH2:33][CH2:32]2)[CH:23]=1)=O. (5) Given the product [Br:28][C:25]1[CH:26]=[C:27]2[C:22](=[CH:23][CH:24]=1)[NH:21][CH:20]=[C:19]2[C:17]([NH:16][CH:11]([C:5]1[C:4]2[C:8](=[CH:9][CH:10]=[C:2]([Br:1])[CH:3]=2)[NH:7][CH:6]=1)[C:12]([NH:35][CH2:36][CH2:37][CH2:38][CH2:29][OH:32])=[O:13])=[O:18], predict the reactants needed to synthesize it. The reactants are: [Br:1][C:2]1[CH:3]=[C:4]2[C:8](=[CH:9][CH:10]=1)[NH:7][CH:6]=[C:5]2[CH:11]([NH:16][C:17]([C:19]1[C:27]2[C:22](=[CH:23][CH:24]=[C:25]([Br:28])[CH:26]=2)[NH:21][CH:20]=1)=[O:18])[C:12](OC)=[O:13].[C:29](=[O:32])([O-])[O-].[K+].[K+].[NH2:35][CH2:36][CH2:37][CH2:38]CO.C(#N)C. (6) Given the product [NH2:1][C:2]1[N:7]=[C:6]([OH:8])[C:5]([C:12]2[CH:13]=[CH:14][C:15]([N+:18]([O-:20])=[O:19])=[CH:16][CH:17]=2)=[C:4]([CH2:21][CH3:22])[N:3]=1, predict the reactants needed to synthesize it. The reactants are: [NH2:1][C:2]1[N:7]=[C:6]([O:8]CCO)[C:5]([C:12]2[CH:17]=[CH:16][C:15]([N+:18]([O-:20])=[O:19])=[CH:14][CH:13]=2)=[C:4]([CH2:21][CH3:22])[N:3]=1.C[Si](Br)(C)C. (7) Given the product [N+:26]([C:22]1[CH:21]=[C:20]([NH:9][CH2:10][CH:11]([C:13]2[CH:18]=[CH:17][CH:16]=[CH:15][CH:14]=2)[OH:12])[CH:25]=[CH:24][CH:23]=1)([O-:28])=[O:27], predict the reactants needed to synthesize it. The reactants are: [O-]P([O-])([O-])=O.[K+].[K+].[K+].[NH2:9][CH2:10][CH:11]([C:13]1[CH:18]=[CH:17][CH:16]=[CH:15][CH:14]=1)[OH:12].I[C:20]1[CH:25]=[CH:24][CH:23]=[C:22]([N+:26]([O-:28])=[O:27])[CH:21]=1.C(O)CO.